Dataset: Forward reaction prediction with 1.9M reactions from USPTO patents (1976-2016). Task: Predict the product of the given reaction. (1) Given the reactants C([N:8]1[CH2:13][CH2:12][CH:11]([C:14](=[O:27])[CH2:15][C:16]2[C:21]([C:22]([F:25])([F:24])[F:23])=[CH:20][CH:19]=[CH:18][C:17]=2[F:26])[CH2:10][CH2:9]1)C1C=CC=CC=1, predict the reaction product. The product is: [F:26][C:17]1[CH:18]=[CH:19][CH:20]=[C:21]([C:22]([F:24])([F:25])[F:23])[C:16]=1[CH2:15][C:14]([CH:11]1[CH2:10][CH2:9][NH:8][CH2:13][CH2:12]1)=[O:27]. (2) Given the reactants [Cl:1][C:2]1[CH:3]=[C:4]([CH:10]=[CH:11][C:12]=1[Cl:13])[CH:5]([OH:9])[C:6]([OH:8])=O.[NH2:14][C@@H:15]1[CH2:20][CH2:19][CH2:18][CH2:17][C@H:16]1[C:21]1[CH:26]=[CH:25][C:24]([OH:27])=[C:23]([O:28][CH3:29])[CH:22]=1.C(N(CC)C(C)C)(C)C.F[P-](F)(F)(F)(F)F.N1(O[P+](N(C)C)(N(C)C)N(C)C)C2C=CC=CC=2N=N1.[Cl-].[Na+], predict the reaction product. The product is: [Cl:1][C:2]1[CH:3]=[C:4]([CH:5]([OH:9])[C:6]([NH:14][C@@H:15]2[CH2:20][CH2:19][CH2:18][CH2:17][C@H:16]2[C:21]2[CH:26]=[CH:25][C:24]([OH:27])=[C:23]([O:28][CH3:29])[CH:22]=2)=[O:8])[CH:10]=[CH:11][C:12]=1[Cl:13].